From a dataset of Catalyst prediction with 721,799 reactions and 888 catalyst types from USPTO. Predict which catalyst facilitates the given reaction. (1) Reactant: [CH3:1][O:2][C:3]1[CH:16]=[CH:15][C:14]2[C:5](=[C:6]([NH2:17])[N:7]=[C:8]3[C:13]=2[CH:12]=[CH:11][CH:10]=[CH:9]3)[CH:4]=1.Br[CH:19]([C:22]1[C:27]([Br:28])=[CH:26][CH:25]=[CH:24][C:23]=1[Br:29])[CH:20]=O.C(=O)(O)[O-].[Na+]. Product: [Br:28][C:27]1[CH:26]=[CH:25][CH:24]=[C:23]([Br:29])[C:22]=1[C:19]1[N:7]2[C:8]3[CH:9]=[CH:10][CH:11]=[CH:12][C:13]=3[C:14]3[CH:15]=[CH:16][C:3]([O:2][CH3:1])=[CH:4][C:5]=3[C:6]2=[N:17][CH:20]=1. The catalyst class is: 32. (2) Reactant: C(OC(=O)[N:7]([CH2:13][C:14]1[C:19]([F:20])=[CH:18][C:17]([C:21]2[CH:26]=[CH:25][C:24]([C:27](=[O:29])[NH2:28])=[CH:23][C:22]=2[CH3:30])=[CH:16][C:15]=1[F:31])[CH2:8][CH2:9][CH:10]([CH3:12])[CH3:11])(C)(C)C.[ClH:33]. Product: [ClH:33].[F:20][C:19]1[CH:18]=[C:17]([C:21]2[CH:26]=[CH:25][C:24]([C:27]([NH2:28])=[O:29])=[CH:23][C:22]=2[CH3:30])[CH:16]=[C:15]([F:31])[C:14]=1[CH2:13][NH:7][CH2:8][CH2:9][CH:10]([CH3:12])[CH3:11]. The catalyst class is: 269.